Dataset: hERG potassium channel inhibition data for cardiac toxicity prediction from Karim et al.. Task: Regression/Classification. Given a drug SMILES string, predict its toxicity properties. Task type varies by dataset: regression for continuous values (e.g., LD50, hERG inhibition percentage) or binary classification for toxic/non-toxic outcomes (e.g., AMES mutagenicity, cardiotoxicity, hepatotoxicity). Dataset: herg_karim. (1) The compound is COc1ccc(CCN2C(=O)N(NS(C)(=O)=O)CC2c2ccc(C(F)(F)F)cc2)cc1. The result is 1 (blocker). (2) The drug is CCCNC(=O)C1c2ccccc2C(=O)N1CC(C)c1ccc(Cl)cc1. The result is 0 (non-blocker). (3) The molecule is O=C(CCCN1CCC(n2c(=O)[nH]c3ccccc32)CC1)c1ccc(F)cc1. The result is 1 (blocker). (4) The compound is CCCCCCCCCc1cccc(CCCCCCCCC)[n+]1C. The result is 1 (blocker).